Dataset: Reaction yield outcomes from USPTO patents with 853,638 reactions. Task: Predict the reaction yield, written as a fraction of the theoretical maximum amount of product (1.0 means a 100% yield; for example, 0.34 means a 34% yield). The reactants are C1(O)C=CC=CC=1.C1(S)C=CC=CC=1.C[O:16][C:17]1[CH:22]=[C:21]([C:23]2[CH:24]=[N:25][NH:26][CH:27]=2)[CH:20]=[CH:19][C:18]=1[C:28]1[N:29]=[N:30][C:31]([O:34][CH:35]2[CH2:40][C:39]([CH3:42])([CH3:41])[NH:38][C:37]([CH3:44])([CH3:43])[CH2:36]2)=[CH:32][CH:33]=1.C([O-])([O-])=O.[K+].[K+].[ClH:51].O1CCOCC1. The yield is 0.0900. The product is [ClH:51].[NH:26]1[CH:27]=[C:23]([C:21]2[CH:20]=[CH:19][C:18]([C:28]3[N:29]=[N:30][C:31]([O:34][CH:35]4[CH2:40][C:39]([CH3:42])([CH3:41])[NH:38][C:37]([CH3:44])([CH3:43])[CH2:36]4)=[CH:32][CH:33]=3)=[C:17]([OH:16])[CH:22]=2)[CH:24]=[N:25]1. The catalyst is CN1C(=O)CCC1.